From a dataset of Full USPTO retrosynthesis dataset with 1.9M reactions from patents (1976-2016). Predict the reactants needed to synthesize the given product. Given the product [CH3:38][O:37][C:30]1[CH:31]=[C:32]([O:35][CH3:36])[CH:33]=[CH:34][C:29]=1[CH2:28][N:23]1[C:24](=[O:27])[C@@H:25]([CH3:26])[C@H:21]([C:19]([OH:20])=[O:40])[CH2:22]1, predict the reactants needed to synthesize it. The reactants are: O.[OH-].[Li+].OO.C([C@@H]1COC(=O)N1[C:19]([C@H:21]1[C@H:25]([CH3:26])[C:24](=[O:27])[N:23]([CH2:28][C:29]2[CH:34]=[CH:33][C:32]([O:35][CH3:36])=[CH:31][C:30]=2[O:37][CH3:38])[CH2:22]1)=[O:20])C1C=CC=CC=1.S([O-])(O)=[O:40].[Na+].